This data is from NCI-60 drug combinations with 297,098 pairs across 59 cell lines. The task is: Regression. Given two drug SMILES strings and cell line genomic features, predict the synergy score measuring deviation from expected non-interaction effect. (1) Synergy scores: CSS=3.37, Synergy_ZIP=5.29, Synergy_Bliss=7.71, Synergy_Loewe=-8.18, Synergy_HSA=-6.55. Cell line: MDA-MB-231. Drug 2: C1C(C(OC1N2C=NC(=NC2=O)N)CO)O. Drug 1: CC1=C2C(C(=O)C3(C(CC4C(C3C(C(C2(C)C)(CC1OC(=O)C(C(C5=CC=CC=C5)NC(=O)OC(C)(C)C)O)O)OC(=O)C6=CC=CC=C6)(CO4)OC(=O)C)O)C)O. (2) Drug 1: CC1=C(C(=O)C2=C(C1=O)N3CC4C(C3(C2COC(=O)N)OC)N4)N. Drug 2: C(CCl)NC(=O)N(CCCl)N=O. Cell line: RXF 393. Synergy scores: CSS=0.746, Synergy_ZIP=4.63, Synergy_Bliss=1.01, Synergy_Loewe=-4.30, Synergy_HSA=-4.26. (3) Drug 1: CS(=O)(=O)CCNCC1=CC=C(O1)C2=CC3=C(C=C2)N=CN=C3NC4=CC(=C(C=C4)OCC5=CC(=CC=C5)F)Cl. Drug 2: C1CN(P(=O)(OC1)NCCCl)CCCl. Cell line: SK-MEL-28. Synergy scores: CSS=3.00, Synergy_ZIP=3.40, Synergy_Bliss=-4.13, Synergy_Loewe=-4.72, Synergy_HSA=-5.50.